The task is: Predict which catalyst facilitates the given reaction.. This data is from Catalyst prediction with 721,799 reactions and 888 catalyst types from USPTO. (1) Reactant: [CH3:1][C:2]1([CH3:23])[C:22]2[C:9](=[CH:10][C:11]3[CH:12]=[C:13]4[C:18](=[CH:19][C:20]=3[CH:21]=2)[CH:17]=[CH:16][CH:15]=[CH:14]4)[C:8]2[C:3]1=[CH:4][CH:5]=[CH:6][CH:7]=2.[Br:24]N1C(=O)CCC1=O. Product: [Br:24][C:19]1[C:20]2[CH:21]=[C:22]3[C:2]([CH3:23])([CH3:1])[C:3]4[C:8](=[CH:7][CH:6]=[CH:5][CH:4]=4)[C:9]3=[CH:10][C:11]=2[CH:12]=[C:13]2[C:18]=1[CH:17]=[CH:16][CH:15]=[CH:14]2. The catalyst class is: 53. (2) Reactant: Cl[C:2]1[N:3]=[C:4]([CH3:15])[C:5]([C:8]([O:10][C:11]([CH3:14])([CH3:13])[CH3:12])=[O:9])=[N:6][CH:7]=1.[O:16]1[CH:20]=[CH:19][N:18]=[C:17]1[CH:21]([OH:23])[CH3:22].C(=O)([O-])[O-].[K+].[K+]. Product: [CH3:15][C:4]1[C:5]([C:8]([O:10][C:11]([CH3:14])([CH3:13])[CH3:12])=[O:9])=[N:6][CH:7]=[C:2]([O:23][CH:21]([C:17]2[O:16][CH:20]=[CH:19][N:18]=2)[CH3:22])[N:3]=1. The catalyst class is: 3. (3) Reactant: [Cl:1][C:2]1[CH:3]=[C:4]([C:13]([OH:15])=[O:14])[S:5][C:6]=1[C:7]1[N:11]([CH3:12])[N:10]=[CH:9][CH:8]=1.[Cl:16]N1C(=O)CCC1=O. Product: [Cl:1][C:2]1[CH:3]=[C:4]([C:13]([OH:15])=[O:14])[S:5][C:6]=1[C:7]1[N:11]([CH3:12])[N:10]=[CH:9][C:8]=1[Cl:16]. The catalyst class is: 1. (4) Product: [CH3:34][C:19]1[C:20]([N:24]2[CH2:32][C:31]3[C:26](=[CH:27][CH:28]=[CH:29][CH:30]=3)[C:25]2=[O:33])=[CH:21][CH:22]=[CH:23][C:18]=1[C:7]1[C:6]2[C:5]3[C:13](=[CH:14][C:2]([N:1]4[CH2:36][CH2:37][CH2:38][C:39]4=[O:40])=[CH:3][CH:4]=3)[NH:12][C:11]=2[C:10]([C:15]([NH2:17])=[O:16])=[CH:9][CH:8]=1. The catalyst class is: 76. Reactant: [NH2:1][C:2]1[CH:14]=[C:13]2[C:5]([C:6]3[C:7]([C:18]4[CH:23]=[CH:22][CH:21]=[C:20]([N:24]5[CH2:32][C:31]6[C:26](=[CH:27][CH:28]=[CH:29][CH:30]=6)[C:25]5=[O:33])[C:19]=4[CH3:34])=[CH:8][CH:9]=[C:10]([C:15]([NH2:17])=[O:16])[C:11]=3[NH:12]2)=[CH:4][CH:3]=1.Br[CH2:36][CH2:37][CH2:38][C:39](Cl)=[O:40].[H-].[Na+].O. (5) The catalyst class is: 6. Product: [CH2:20]([O:19][C:11]1[C:12]2[C:4]([CH:5]=[C:6]3[CH:10]=[CH:9][S:8][C:7]=13)=[C:3]([O:2][CH2:1][CH2:47][CH2:48][CH2:43][CH2:44][CH2:45][CH2:46][CH2:22][CH2:23][CH2:24][CH2:25][CH2:26][CH2:21][CH3:27])[C:15]1[S:16][CH:17]=[CH:18][C:14]=1[CH:13]=2)[CH2:41][CH2:40][CH2:39][CH2:38][CH2:37][CH2:36][CH2:35][CH2:34][CH2:33][CH2:32][CH2:31][CH2:30][CH3:29]. Reactant: [CH3:1][O:2][C:3]1[C:4]2[C:12]([CH:13]=[C:14]3[CH:18]=[CH:17][S:16][C:15]=13)=[C:11]([O:19][CH3:20])[C:7]1[S:8][CH:9]=[CH:10][C:6]=1[CH:5]=2.[C:21]1([CH3:27])[CH:26]=[CH:25][CH:24]=[CH:23][CH:22]=1.C(O)[CH2:29][CH2:30][CH2:31][CH2:32][CH2:33][CH2:34][CH2:35][CH2:36][CH2:37][CH2:38][CH2:39][CH2:40][CH3:41].[C:43]1(C)[CH:48]=[CH:47][C:46](S(O)(=O)=O)=[CH:45][CH:44]=1. (6) Reactant: [NH2:1][C@@H:2]([C:13]([OH:15])=[O:14])[CH2:3][C:4]1[C:12]2[C:7](=[CH:8][CH:9]=[CH:10][CH:11]=2)[NH:6][CH:5]=1.[CH:16]1[C:21]([CH:22]=O)=[CH:20][C:19]2[O:24][CH2:25][O:26][C:18]=2[CH:17]=1.[ClH:27]. Product: [ClH:27].[CH2:25]1[O:26][C:18]2[CH:17]=[CH:16][C:21]([C@@H:22]3[C:5]4[NH:6][C:7]5[C:12]([C:4]=4[CH2:3][C@H:2]([C:13]([OH:15])=[O:14])[NH:1]3)=[CH:11][CH:10]=[CH:9][CH:8]=5)=[CH:20][C:19]=2[O:24]1. The catalyst class is: 1.